This data is from Forward reaction prediction with 1.9M reactions from USPTO patents (1976-2016). The task is: Predict the product of the given reaction. (1) Given the reactants [Cl:1][C:2]1[N:3]=[C:4](Cl)[C:5]2[CH:10]=[CH:9][NH:8][C:6]=2[N:7]=1.[NH:12]1[CH2:17][CH2:16][O:15][CH2:14][CH2:13]1.CCN(CC)CC, predict the reaction product. The product is: [Cl:1][C:2]1[N:3]=[C:4]([N:12]2[CH2:17][CH2:16][O:15][CH2:14][CH2:13]2)[C:5]2[CH:10]=[CH:9][NH:8][C:6]=2[N:7]=1. (2) Given the reactants [CH2:1]([O:8][CH2:9][N:10]1[C:14]2[CH:15]=[N:16][N:17]([CH2:20][O:21][CH2:22][CH2:23][Si:24]([CH3:27])([CH3:26])[CH3:25])[C:18](=[O:19])[C:13]=2[C:12](C=O)=[CH:11]1)[C:2]1[CH:7]=[CH:6][CH:5]=[CH:4][CH:3]=1.O1[CH2:34][CH2:33][CH2:32][CH2:31]1.[C:35]1([Mg]Br)[CH:40]=CC=C[CH:36]=1.[Cl-].[NH4+].[O:45]1CCCC1, predict the reaction product. The product is: [CH2:1]([O:8][CH2:9][N:10]1[C:14]2[CH:15]=[N:16][N:17]([CH2:20][O:21][CH2:22][CH2:23][Si:24]([CH3:26])([CH3:25])[CH3:27])[C:18](=[O:19])[C:13]=2[C:12]([OH:45])=[C:11]1[CH2:31][C:32]1[CH:40]=[CH:35][CH:36]=[CH:34][CH:33]=1)[C:2]1[CH:3]=[CH:4][CH:5]=[CH:6][CH:7]=1. (3) Given the reactants C1(P(C2CCCCC2)C2C=CC=CC=2C2C(C(C)C)=CC(C(C)C)=CC=2C(C)C)CCCCC1.[O:35]1[CH2:40][CH2:39][N:38]([C:41]2[C:46]([NH2:47])=[CH:45][C:44]([N:48]3[CH2:53][CH2:52][O:51][CH2:50][CH2:49]3)=[CH:43][N:42]=2)[CH2:37][CH2:36]1.Cl[C:55]1[C:64]2[C:59](=[CH:60][C:61]([F:66])=[CH:62][C:63]=2[F:65])[N:58]=[C:57]([C:67]2[CH:72]=[CH:71][CH:70]=[C:69]([CH3:73])[C:68]=2[CH3:74])[C:56]=1[CH3:75].CC(C)([O-])C.[Na+], predict the reaction product. The product is: [CH3:74][C:68]1[C:69]([CH3:73])=[CH:70][CH:71]=[CH:72][C:67]=1[C:57]1[C:56]([CH3:75])=[C:55]([NH:47][C:46]2[C:41]([N:38]3[CH2:39][CH2:40][O:35][CH2:36][CH2:37]3)=[N:42][CH:43]=[C:44]([N:48]3[CH2:49][CH2:50][O:51][CH2:52][CH2:53]3)[CH:45]=2)[C:64]2[C:59](=[CH:60][C:61]([F:66])=[CH:62][C:63]=2[F:65])[N:58]=1.